This data is from Forward reaction prediction with 1.9M reactions from USPTO patents (1976-2016). The task is: Predict the product of the given reaction. (1) Given the reactants [O:1]1CCO[CH:2]1[C:6]1[CH:7]=[CH:8][C:9]([C:12]2[S:20][C:19]3[C:14](=[N:15][CH:16]=[CH:17][C:18]=3[O:21][C:22]3[CH:23]=[CH:24][C:25]4[O:29][C:28]([NH:30][C:31]5[CH:36]=[CH:35][C:34]([Cl:37])=[CH:33][CH:32]=5)=[N:27][C:26]=4[CH:38]=3)[CH:13]=2)=[N:10][CH:11]=1.Cl, predict the reaction product. The product is: [Cl:37][C:34]1[CH:35]=[CH:36][C:31]([NH:30][C:28]2[O:29][C:25]3[CH:24]=[CH:23][C:22]([O:21][C:18]4[CH:17]=[CH:16][N:15]=[C:14]5[CH:13]=[C:12]([C:9]6[CH:8]=[CH:7][C:6]([CH:2]=[O:1])=[CH:11][N:10]=6)[S:20][C:19]=45)=[CH:38][C:26]=3[N:27]=2)=[CH:32][CH:33]=1. (2) Given the reactants [CH3:1][O:2][C:3](=[O:15])[CH2:4][N:5]=[CH:6][C:7]1[CH:12]=[CH:11][C:10]([O:13][CH3:14])=[CH:9][CH:8]=1.[BH4-].[Na+], predict the reaction product. The product is: [CH3:1][O:2][C:3](=[O:15])[CH2:4][NH:5][CH2:6][C:7]1[CH:8]=[CH:9][C:10]([O:13][CH3:14])=[CH:11][CH:12]=1. (3) Given the reactants [Cl:1][C:2]1[CH:19]=[CH:18][C:5]([CH2:6][C:7]2[NH:17][C:10]3[N:11]=[C:12]([C:15]#[N:16])[N:13]=[CH:14][C:9]=3[CH:8]=2)=[CH:4][CH:3]=1.C([O-])([O-])=O.[K+].[K+].Br[CH2:27][CH2:28][C:29]1[CH:34]=[CH:33][C:32]([CH3:35])=[CH:31][CH:30]=1.O, predict the reaction product. The product is: [Cl:1][C:2]1[CH:3]=[CH:4][C:5]([CH2:6][C:7]2[N:17]([CH2:27][CH2:28][C:29]3[CH:34]=[CH:33][C:32]([CH3:35])=[CH:31][CH:30]=3)[C:10]3[N:11]=[C:12]([C:15]#[N:16])[N:13]=[CH:14][C:9]=3[CH:8]=2)=[CH:18][CH:19]=1. (4) Given the reactants [C:1]([Si:5]([CH:14]([CH3:16])[CH3:15])([CH:11]([CH3:13])[CH3:12])[N:6]1[CH:10]=[CH:9][CH:8]=[CH:7]1)([CH3:4])([CH3:3])[CH3:2].[Br:17]N1C(=O)CCC1=O, predict the reaction product. The product is: [C:1]([Si:5]([CH:14]([CH3:16])[CH3:15])([CH:11]([CH3:12])[CH3:13])[N:6]1[CH:7]=[CH:8][C:9]([Br:17])=[CH:10]1)([CH3:4])([CH3:3])[CH3:2].